Predict the reaction yield, written as a fraction of the theoretical maximum amount of product (1.0 means a 100% yield; for example, 0.34 means a 34% yield). From a dataset of Reaction yield outcomes from USPTO patents with 853,638 reactions. (1) The reactants are [NH2:1][C:2]1[N:23]=[C:22]([C:24]([O:26]CC)=[CH2:25])[CH:21]=[CH:20][C:3]=1[C:4]([NH:6][CH2:7][C:8]1[S:9][C:10]([O:13][C:14]2[CH:19]=[CH:18][CH:17]=[CH:16][CH:15]=2)=[CH:11][CH:12]=1)=[O:5].CC(C)=O.S(=O)(=O)(O)O.C(=O)(O)[O-].[Na+]. The catalyst is C(OCC)(=O)C.O. The product is [C:24]([C:22]1[CH:21]=[CH:20][C:3]([C:4]([NH:6][CH2:7][C:8]2[S:9][C:10]([O:13][C:14]3[CH:15]=[CH:16][CH:17]=[CH:18][CH:19]=3)=[CH:11][CH:12]=2)=[O:5])=[C:2]([NH2:1])[N:23]=1)(=[O:26])[CH3:25]. The yield is 0.530. (2) The reactants are [Na].[CH2:2]([OH:5])[CH2:3][OH:4].F[C:7]1[CH:14]=[CH:13][C:10]([C:11]#[N:12])=[CH:9][C:8]=1[N+:15]([O-:17])=[O:16]. The catalyst is O1CCCC1. The product is [OH:4][CH2:3][CH2:2][O:5][C:7]1[CH:14]=[CH:13][C:10]([C:11]#[N:12])=[CH:9][C:8]=1[N+:15]([O-:17])=[O:16]. The yield is 0.710. (3) The reactants are [CH2:1]=[C:2]1[CH2:5][CH:4]([C:6]([OH:8])=[O:7])[CH2:3]1.[CH2:9](I)[CH3:10].C([O-])([O-])=O.[Cs+].[Cs+].Cl. The catalyst is CN(C)C=O.C(OC)(C)(C)C. The product is [CH2:1]=[C:2]1[CH2:5][CH:4]([C:6]([O:8][CH2:9][CH3:10])=[O:7])[CH2:3]1. The yield is 0.970. (4) The reactants are [F:1][C:2]1[CH:7]=[C:6]([I:8])[CH:5]=[CH:4][C:3]=1[NH:9][C:10]1[N:15]([CH3:16])[C:14](=[O:17])[C:13]2[CH:18]=[CH:19][S:20][C:12]=2[C:11]=1[C:21]([NH:23][O:24][CH2:25][CH2:26][O:27]C=C)=[O:22].Cl. The catalyst is CO.C(Cl)Cl.O. The product is [F:1][C:2]1[CH:7]=[C:6]([I:8])[CH:5]=[CH:4][C:3]=1[NH:9][C:10]1[N:15]([CH3:16])[C:14](=[O:17])[C:13]2[CH:18]=[CH:19][S:20][C:12]=2[C:11]=1[C:21]([NH:23][O:24][CH2:25][CH2:26][OH:27])=[O:22]. The yield is 0.400. (5) The reactants are C(=O)([S:3][CH2:4][C:5](=[O:16])[NH:6][CH2:7][C:8]1[CH:13]=[CH:12][C:11]([Cl:14])=[CH:10][C:9]=1[Cl:15])C.[OH-].[Na+]. The catalyst is CO. The product is [Cl:15][C:9]1[CH:10]=[C:11]([Cl:14])[CH:12]=[CH:13][C:8]=1[CH2:7][NH:6][C:5](=[O:16])[CH2:4][SH:3]. The yield is 0.950. (6) The reactants are Cl.[CH2:2]1[C:11]2[C:6](=[C:7]([NH:12][S:13]([CH3:16])(=[O:15])=[O:14])[CH:8]=[CH:9][CH:10]=2)[CH2:5][CH2:4][NH:3]1.[OH-].[Na+].S(O)(O)(=O)=O.CS[C:26](=[NH:28])[NH2:27]. The catalyst is O. The product is [C:26]([N:3]1[CH2:4][CH2:5][C:6]2[C:11](=[CH:10][CH:9]=[CH:8][C:7]=2[NH:12][S:13]([CH3:16])(=[O:15])=[O:14])[CH2:2]1)(=[NH:27])[NH2:28]. The yield is 0.890. (7) The reactants are [F:1][C:2]1[CH:11]=[CH:10][C:9]([CH3:12])=[CH:8][C:3]=1[C:4]([NH:6][NH2:7])=[O:5].[Cl:13][CH2:14][C:15](OCC)(OCC)OCC. No catalyst specified. The product is [Cl:13][CH2:14][C:15]1[O:5][C:4]([C:3]2[CH:8]=[C:9]([CH3:12])[CH:10]=[CH:11][C:2]=2[F:1])=[N:6][N:7]=1. The yield is 0.660. (8) The reactants are [Br:1][C:2]1[CH:7]=[CH:6][C:5]([F:8])=[CH:4][C:3]=1[CH2:9][C:10](O)=[O:11].[H-].[Al+3].[Li+].[H-].[H-].[H-]. The catalyst is O1CCCC1. The product is [Br:1][C:2]1[CH:7]=[CH:6][C:5]([F:8])=[CH:4][C:3]=1[CH2:9][CH2:10][OH:11]. The yield is 0.200.